From a dataset of Peptide-MHC class I binding affinity with 185,985 pairs from IEDB/IMGT. Regression. Given a peptide amino acid sequence and an MHC pseudo amino acid sequence, predict their binding affinity value. This is MHC class I binding data. (1) The peptide sequence is TLDAANHSI. The MHC is HLA-A02:02 with pseudo-sequence HLA-A02:02. The binding affinity (normalized) is 0.582. (2) The peptide sequence is DTACLAKSY. The MHC is HLA-A26:01 with pseudo-sequence HLA-A26:01. The binding affinity (normalized) is 0.808. (3) The binding affinity (normalized) is 0.0847. The MHC is HLA-B15:01 with pseudo-sequence HLA-B15:01. The peptide sequence is IVDYVTAYG.